This data is from Full USPTO retrosynthesis dataset with 1.9M reactions from patents (1976-2016). The task is: Predict the reactants needed to synthesize the given product. (1) Given the product [ClH:1].[Cl:1][C:2]1[CH:3]=[CH:4][C:5]([C:8]2[S:9][C:10]3[C:11](=[O:33])[N:12]([C:17]4[CH:22]=[CH:21][C:20]([O:23][CH2:24][CH:25]5[O:30][CH2:29][CH2:28][N:27]([CH3:34])[CH2:26]5)=[C:19]([O:31][CH3:32])[CH:18]=4)[CH2:13][CH2:14][C:15]=3[N:16]=2)=[CH:6][CH:7]=1, predict the reactants needed to synthesize it. The reactants are: [Cl:1][C:2]1[CH:7]=[CH:6][C:5]([C:8]2[S:9][C:10]3[C:11](=[O:33])[N:12]([C:17]4[CH:22]=[CH:21][C:20]([O:23][CH2:24][CH:25]5[O:30][CH2:29][CH2:28][NH:27][CH2:26]5)=[C:19]([O:31][CH3:32])[CH:18]=4)[CH2:13][CH2:14][C:15]=3[N:16]=2)=[CH:4][CH:3]=1.[C:34]([O-])([O-])=O.[K+].[K+].[Na+].[I-].CI. (2) The reactants are: [CH3:1][N:2]1[CH:6]([CH3:7])[C:5](=[O:8])[N:4]([CH2:9][C:10]2([C:15]3[CH:20]=[CH:19][CH:18]=[CH:17][CH:16]=3)[O:14][CH2:13][CH2:12][O:11]2)[C:3]1=[O:21].Br[CH2:23][CH:24]1[CH2:27][CH2:26][CH2:25]1. Given the product [CH:24]1([CH2:23][C:6]2([CH3:7])[N:2]([CH3:1])[C:3](=[O:21])[N:4]([CH2:9][C:10]3([C:15]4[CH:16]=[CH:17][CH:18]=[CH:19][CH:20]=4)[O:11][CH2:12][CH2:13][O:14]3)[C:5]2=[O:8])[CH2:27][CH2:26][CH2:25]1, predict the reactants needed to synthesize it. (3) Given the product [CH2:1]([O:3][C:4](=[O:17])[C:5]([CH3:6])([O:8][C:9]1[CH:14]=[CH:13][C:12]([O:15][CH2:25][CH2:24][C:23]2[N:19]([CH3:18])[N:20]=[C:21]([C:27]3[CH:28]=[CH:29][C:30]([O:33][C:34]([F:37])([F:36])[F:35])=[CH:31][CH:32]=3)[CH:22]=2)=[CH:11][C:10]=1[CH3:16])[CH3:7])[CH3:2], predict the reactants needed to synthesize it. The reactants are: [CH2:1]([O:3][C:4](=[O:17])[C:5]([O:8][C:9]1[CH:14]=[CH:13][C:12]([OH:15])=[CH:11][C:10]=1[CH3:16])([CH3:7])[CH3:6])[CH3:2].[CH3:18][N:19]1[C:23]([CH2:24][CH2:25]O)=[CH:22][C:21]([C:27]2[CH:32]=[CH:31][C:30]([O:33][C:34]([F:37])([F:36])[F:35])=[CH:29][CH:28]=2)=[N:20]1.N(C(OC(C)(C)C)=O)=NC(OC(C)(C)C)=O.C1(P(C2C=CC=CC=2)C2C=CC=CC=2)C=CC=CC=1.